Task: Predict which catalyst facilitates the given reaction.. Dataset: Catalyst prediction with 721,799 reactions and 888 catalyst types from USPTO (1) Reactant: [CH3:1][C@H:2]1[C@@:41]2([OH:43])[O:42][C@H:5]([CH2:6][C@H:7]([O:72][CH3:73])[C:8]([CH3:71])=[CH:9][CH:10]=[CH:11][CH:12]=[CH:13][C@@H:14]([CH3:70])[CH2:15][C@@H:16]([CH3:69])[C:17]([C@H:19]([O:67][CH3:68])[C@H:20]([OH:66])[C:21]([CH3:65])=[CH:22][C@@H:23]([CH3:64])[C:24]([CH2:26][C@@H:27]([C@@H:44]([CH2:46][C@H:47]3[CH2:52][C@@H:51]([O:53][CH3:54])[C@H:50]([O:55][C:56]([C:58]([CH2:62][OH:63])([CH2:60][OH:61])[CH3:59])=[O:57])[CH2:49][CH2:48]3)[CH3:45])[O:28][C:29]([C@H:31]3[N:36]([C:37]([C:39]2=[O:40])=[O:38])[CH2:35][CH2:34][CH2:33][CH2:32]3)=[O:30])=[O:25])=[O:18])[CH2:4][CH2:3]1.B([O-])[O-].CC(O)(CC(O)C)C. Product: [CH3:1][C@H:2]1[C@@:41]2([OH:43])[O:42][C@H:5]([CH2:6][C@H:7]([O:72][CH3:73])[C:8]([CH3:71])=[CH:9][CH:10]=[CH:11][CH:12]=[CH:13][C@@H:14]([CH3:70])[CH2:15][C@@H:16]([CH3:69])[C:17]([C@H:19]([O:67][CH3:68])[C@H:20]([OH:66])[C:21]([CH3:65])=[CH:22][C@@H:23]([CH3:64])[C:24]([CH2:26][C@@H:27]([C@@H:44]([CH2:46][C@H:47]3[CH2:52][C@@H:51]([O:53][CH3:54])[C@H:50]([O:55][C:56]([C:58]([CH2:60][OH:61])([CH2:62][OH:63])[CH3:59])=[O:57])[CH2:49][CH2:48]3)[CH3:45])[O:28][C:29]([C@H:31]3[N:36]([C:37]([C:39]2=[O:40])=[O:38])[CH2:35][CH2:34][CH2:33][CH2:32]3)=[O:30])=[O:25])=[O:18])[CH2:4][CH2:3]1. The catalyst class is: 27. (2) Reactant: [C:1]([NH:5][C:6]1[CH:11]=[C:10]([F:12])[N:9]=[C:8]([C:13](OC)=[O:14])[N:7]=1)([CH3:4])([CH3:3])[CH3:2].[BH4-].[Na+]. Product: [C:1]([NH:5][C:6]1[CH:11]=[C:10]([F:12])[N:9]=[C:8]([CH2:13][OH:14])[N:7]=1)([CH3:4])([CH3:2])[CH3:3]. The catalyst class is: 5. (3) Reactant: [OH:1][C:2]1[CH:7]=[C:6]([CH3:8])[O:5][C:4](=[O:9])[CH:3]=1.CC(C)([O-])C.[K+].[C:16](Cl)(=[O:32])[CH2:17][CH2:18][CH2:19][CH2:20][CH2:21][CH2:22][CH2:23][CH2:24][CH2:25][CH2:26][CH2:27][CH2:28][CH2:29][CH2:30][CH3:31].ClCCl.CO. Product: [C:16]([O:1][C:2]1[CH:7]=[C:6]([CH3:8])[O:5][C:4](=[O:9])[CH:3]=1)(=[O:32])[CH2:17][CH2:18][CH2:19][CH2:20][CH2:21][CH2:22][CH2:23][CH2:24][CH2:25][CH2:26][CH2:27][CH2:28][CH2:29][CH2:30][CH3:31]. The catalyst class is: 35. (4) Reactant: CC1C=C(P(C2C=C(C)C=C(C)C=2)C2C=CC3OCOC=3C=2C2C3OCOC=3C=CC=2P(C2C=C(C)C=C(C)C=2)C2C=C(C)C=C(C)C=2)C=C(C)C=1.[C:53]([O-:56])(=[O:55])[CH3:54].[NH4+:57].[C:58]([O:64][CH3:65])(=[O:63])[CH2:59][C:60]([CH3:62])=O.CO. Product: [C:53]([OH:56])(=[O:55])[CH3:54].[NH2:57][C@H:60]([CH3:62])[CH2:59][C:58]([O:64][CH3:65])=[O:63]. The catalyst class is: 12. (5) Reactant: [CH3:1][C:2]([NH:11][C:12](=[O:15])[CH2:13][CH3:14])([CH3:10])[CH2:3][C:4]1[CH:9]=[CH:8][CH:7]=[CH:6][CH:5]=1.[N+:16]([O-])([O-:18])=[O:17].[K+]. Product: [CH3:10][C:2]([NH:11][C:12](=[O:15])[CH2:13][CH3:14])([CH3:1])[CH2:3][C:4]1[CH:5]=[CH:6][C:7]([N+:16]([O-:18])=[O:17])=[CH:8][CH:9]=1. The catalyst class is: 82. (6) Reactant: [CH:1](Br)([CH3:3])[CH3:2].C([O-])([O-])=O.[K+].[K+].[O:11]=[CH:12][C:13]1[CH:21]=[CH:20][C:18]([OH:19])=[C:15]([O:16][CH3:17])[CH:14]=1. Product: [CH:1]([O:19][C:18]1[CH:20]=[CH:21][C:13]([CH:12]=[O:11])=[CH:14][C:15]=1[O:16][CH3:17])([CH3:3])[CH3:2]. The catalyst class is: 369. (7) Reactant: [Cl:1][C:2]1[CH:19]=[CH:18][CH:17]=[CH:16][C:3]=1[O:4][CH:5]([C:7]1[N:12]=[C:11](SC)[N:10]=[C:9]([NH2:15])[N:8]=1)[CH3:6]. Product: [Cl:1][C:2]1[CH:19]=[CH:18][CH:17]=[CH:16][C:3]=1[O:4][CH:5]([C:7]1[N:12]=[CH:11][N:10]=[C:9]([NH2:15])[N:8]=1)[CH3:6]. The catalyst class is: 171.